From a dataset of Full USPTO retrosynthesis dataset with 1.9M reactions from patents (1976-2016). Predict the reactants needed to synthesize the given product. The reactants are: Br[C:2]1[CH:7]=[CH:6][CH:5]=[C:4]([N+:8]([O-:10])=[O:9])[CH:3]=1.[N:11]1[CH:16]=[CH:15][C:14](B(O)O)=[CH:13][CH:12]=1.C(=O)(O)[O-].[Na+].C(=O)([O-])[O-].[Cs+].[Cs+]. Given the product [N+:8]([C:4]1[CH:3]=[C:2]([C:14]2[CH:15]=[CH:16][N:11]=[CH:12][CH:13]=2)[CH:7]=[CH:6][CH:5]=1)([O-:10])=[O:9], predict the reactants needed to synthesize it.